Dataset: Full USPTO retrosynthesis dataset with 1.9M reactions from patents (1976-2016). Task: Predict the reactants needed to synthesize the given product. (1) Given the product [CH2:1]([N:8]1[CH2:9][CH2:10][CH:11]([N:14]2[CH2:15][C:16]3[C:17](=[CH:18][CH:19]=[CH:20][C:21]=3[Cl:22])[NH:23][C:29]2=[O:30])[CH2:12][CH2:13]1)[C:2]1[CH:7]=[CH:6][CH:5]=[CH:4][CH:3]=1, predict the reactants needed to synthesize it. The reactants are: [CH2:1]([N:8]1[CH2:13][CH2:12][CH:11]([NH:14][CH2:15][C:16]2[C:21]([Cl:22])=[CH:20][CH:19]=[CH:18][C:17]=2[NH3+:23])[CH2:10][CH2:9]1)[C:2]1[CH:7]=[CH:6][CH:5]=[CH:4][CH:3]=1.C1N=CN([C:29](N2C=NC=C2)=[O:30])C=1.O.C(OC)(C)(C)C. (2) The reactants are: [CH2:1]([Sn:5](Cl)([CH2:10][CH2:11][CH2:12][CH3:13])[CH2:6][CH2:7][CH2:8][CH3:9])[CH2:2][CH2:3][CH3:4].C[Si]([N-][Si](C)(C)C)(C)C.[Li+].C1COCC1.[CH3:30][O:31][C:32]([CH:34]=[CH:35][C:36]1[N:37]=[CH:38][N:39]2[CH:43]=[CH:42][S:41][C:40]=12)=[O:33].O. Given the product [CH3:30][O:31][C:32]([CH:34]=[CH:35][C:36]1[N:37]=[CH:38][N:39]2[CH:43]=[C:42]([Sn:5]([CH2:10][CH2:11][CH2:12][CH3:13])([CH2:6][CH2:7][CH2:8][CH3:9])[CH2:1][CH2:2][CH2:3][CH3:4])[S:41][C:40]=12)=[O:33], predict the reactants needed to synthesize it. (3) Given the product [C:20]([O:24][C:25]([N:27]1[CH2:28][CH:29]2[O:35][CH:33]([CH2:32][N:31]([CH2:10][CH2:9][N:8]([CH2:1][C:2]3[CH:7]=[CH:6][CH:5]=[CH:4][CH:3]=3)[S:16]([CH3:19])(=[O:18])=[O:17])[CH2:30]2)[CH2:34]1)=[O:26])([CH3:23])([CH3:21])[CH3:22], predict the reactants needed to synthesize it. The reactants are: [CH2:1]([N:8]([S:16]([CH3:19])(=[O:18])=[O:17])[CH2:9][CH2:10]OS(C)(=O)=O)[C:2]1[CH:7]=[CH:6][CH:5]=[CH:4][CH:3]=1.[C:20]([O:24][C:25]([N:27]1[CH2:34][CH:33]2[O:35][CH:29]([CH2:30][NH:31][CH2:32]2)[CH2:28]1)=[O:26])([CH3:23])([CH3:22])[CH3:21].C([O-])([O-])=O.[K+].[K+].[Br-].[Li+].